Dataset: Reaction yield outcomes from USPTO patents with 853,638 reactions. Task: Predict the reaction yield, written as a fraction of the theoretical maximum amount of product (1.0 means a 100% yield; for example, 0.34 means a 34% yield). (1) The reactants are [Li].[S:2]1[C:6]2=[N:7][CH:8]=[C:9]([C:11]([OH:13])=O)[CH:10]=[C:5]2[CH:4]=[CH:3]1.[O:14]([C:21]1[S:25][C:24]([CH2:26][NH2:27])=[CH:23][CH:22]=1)[C:15]1[CH:20]=[CH:19][CH:18]=[CH:17][CH:16]=1.F[P-](F)(F)(F)(F)F.N1([P+](N(C)C)(N(C)C)N(C)C)C2C=CC=CC=2N=N1.C(N(CC)CC)C. The catalyst is CN(C)C=O.C(OCC)(=O)C.O. The product is [O:14]([C:21]1[S:25][C:24]([CH2:26][NH:27][C:11]([C:9]2[CH:10]=[C:5]3[CH:4]=[CH:3][S:2][C:6]3=[N:7][CH:8]=2)=[O:13])=[CH:23][CH:22]=1)[C:15]1[CH:16]=[CH:17][CH:18]=[CH:19][CH:20]=1. The yield is 0.400. (2) The reactants are C[O:2][C:3](=[O:40])[CH2:4][CH2:5][C:6]1[S:10][C:9]([C@@H:11]2[CH2:15][CH2:14][CH2:13][N:12]2[C:16](=[O:39])[CH2:17][C:18]2[CH:23]=[C:22]([Cl:24])[C:21]([NH:25][C:26]([C:28]3[C:36]4[C:31](=[CH:32][CH:33]=[CH:34][CH:35]=4)[N:30]([CH3:37])[CH:29]=3)=[O:27])=[CH:20][C:19]=2[Cl:38])=[N:8][CH:7]=1.[OH-].[Na+].CO. The catalyst is C1COCC1. The product is [Cl:38][C:19]1[CH:20]=[C:21]([NH:25][C:26]([C:28]2[C:36]3[C:31](=[CH:32][CH:33]=[CH:34][CH:35]=3)[N:30]([CH3:37])[CH:29]=2)=[O:27])[C:22]([Cl:24])=[CH:23][C:18]=1[CH2:17][C:16]([N:12]1[CH2:13][CH2:14][CH2:15][C@H:11]1[C:9]1[S:10][C:6]([CH2:5][CH2:4][C:3]([OH:40])=[O:2])=[CH:7][N:8]=1)=[O:39]. The yield is 0.820. (3) The reactants are C(N(CC)C(C)C)(C)C.Br[C:11]1[S:12][CH:13]=[C:14]([Br:16])[N:15]=1.[NH:17]1[CH2:22][CH2:21][O:20][CH2:19][CH2:18]1. The catalyst is CCO. The product is [Br:16][C:14]1[N:15]=[C:11]([N:17]2[CH2:22][CH2:21][O:20][CH2:19][CH2:18]2)[S:12][CH:13]=1. The yield is 0.680. (4) The reactants are [NH2:1][C:2]1[C:3]([C:9]([O:11][CH3:12])=[O:10])=[N:4][C:5](Br)=[CH:6][N:7]=1.ClCCl.[C:16]1(B(O)O)[C:25]2[C:20](=[CH:21][CH:22]=[CH:23][CH:24]=2)[CH:19]=[CH:18][CH:17]=1.C(N(CC)CC)C. The catalyst is CN(C)C=O. The product is [NH2:1][C:2]1[C:3]([C:9]([O:11][CH3:12])=[O:10])=[N:4][C:5]([C:24]2[C:25]3[C:20](=[CH:19][CH:18]=[CH:17][CH:16]=3)[CH:21]=[CH:22][CH:23]=2)=[CH:6][N:7]=1. The yield is 0.390. (5) The reactants are [CH3:1][O:2][C:3]([C:5]1[S:6][CH:7]=[C:8]([Br:11])[C:9]=1[OH:10])=[O:4].[C:12](=O)([O-])[O-].[K+].[K+].IC. The catalyst is CC(C)=O. The product is [CH3:1][O:2][C:3]([C:5]1[S:6][CH:7]=[C:8]([Br:11])[C:9]=1[O:10][CH3:12])=[O:4]. The yield is 1.00. (6) The reactants are [NH2:1][C:2]1[C:7]2[S:8][C:9]3[C:10](=[N:11][CH:12]=[C:13]([C:23]#[N:24])[C:14]=3[NH:15][C:16]3[CH:21]=[CH:20][CH:19]=[C:18]([Br:22])[CH:17]=3)[C:6]=2[CH:5]=[CH:4][CH:3]=1.[C:25](O)(=[O:28])[CH:26]=[CH2:27].C(N(CC)C(C)C)(C)C.Cl.CN(C)CCCN=C=NCC. The catalyst is O1CCCC1.CN(C)C=O. The product is [Br:22][C:18]1[CH:17]=[C:16]([CH:21]=[CH:20][CH:19]=1)[NH:15][C:14]1[C:13]([C:23]#[N:24])=[CH:12][N:11]=[C:10]2[C:6]3[CH:5]=[CH:4][CH:3]=[C:2]([NH:1][C:25](=[O:28])[CH:26]=[CH2:27])[C:7]=3[S:8][C:9]=12. The yield is 0.430.